This data is from Forward reaction prediction with 1.9M reactions from USPTO patents (1976-2016). The task is: Predict the product of the given reaction. Given the reactants [CH3:1][O:2][C:3](=[O:13])[C:4]1[CH:9]=[C:8]([NH2:10])[CH:7]=[CH:6][C:5]=1[O:11][CH3:12].C(N(CC)CC)C.[C:21](Cl)(=[O:28])[C:22]1[CH:27]=[CH:26][CH:25]=[CH:24][CH:23]=1, predict the reaction product. The product is: [CH3:1][O:2][C:3](=[O:13])[C:4]1[CH:9]=[C:8]([NH:10][C:21](=[O:28])[C:22]2[CH:27]=[CH:26][CH:25]=[CH:24][CH:23]=2)[CH:7]=[CH:6][C:5]=1[O:11][CH3:12].